Regression. Given a peptide amino acid sequence and an MHC pseudo amino acid sequence, predict their binding affinity value. This is MHC class II binding data. From a dataset of Peptide-MHC class II binding affinity with 134,281 pairs from IEDB. (1) The peptide sequence is KFITHSVTFSEINKA. The MHC is DRB1_1501 with pseudo-sequence DRB1_1501. The binding affinity (normalized) is 0.515. (2) The peptide sequence is IVDRQWAQDLTLPWQ. The MHC is DRB1_0801 with pseudo-sequence DRB1_0801. The binding affinity (normalized) is 0.191.